Dataset: Catalyst prediction with 721,799 reactions and 888 catalyst types from USPTO. Task: Predict which catalyst facilitates the given reaction. (1) Reactant: [S:1]1[CH:5]=[CH:4][C:3]([CH2:6][OH:7])=[CH:2]1.C(N(CC)CC)C.[C:15](Cl)(=[O:17])[CH3:16].O. Product: [C:15]([O:7][CH2:6][C:3]1[CH:4]=[CH:5][S:1][CH:2]=1)(=[O:17])[CH3:16]. The catalyst class is: 64. (2) The catalyst class is: 502. Product: [CH2:1]([O:8][C:9]1[C:10](=[O:16])[CH:11]=[C:12]([CH3:15])[N:20]([CH2:19][C:18]([F:22])([F:21])[F:17])[CH:14]=1)[C:2]1[CH:3]=[CH:4][CH:5]=[CH:6][CH:7]=1. Reactant: [CH2:1]([O:8][C:9]1[C:10](=[O:16])[CH:11]=[C:12]([CH3:15])O[CH:14]=1)[C:2]1[CH:7]=[CH:6][CH:5]=[CH:4][CH:3]=1.[F:17][C:18]([F:22])([F:21])[CH2:19][NH2:20].